From a dataset of Catalyst prediction with 721,799 reactions and 888 catalyst types from USPTO. Predict which catalyst facilitates the given reaction. (1) Reactant: [CH3:1][C:2]1[CH:7]=[CH:6][CH:5]=[C:4]([CH3:8])[C:3]=1[NH:9][C:10](=[O:32])[CH2:11][N:12]1[CH2:17][CH2:16][N:15]([CH2:18][CH:19]([OH:31])[CH2:20]OC2CC3C(=CC=CC=3)C2)[CH2:14][CH2:13]1.[C:33]1([C:39]2[CH:46]=[CH:45][C:42]([CH2:43][OH:44])=[CH:41][CH:40]=2)[CH:38]=[CH:37][CH:36]=[CH:35][CH:34]=1. Product: [CH3:8][C:4]1[CH:5]=[CH:6][CH:7]=[C:2]([CH3:1])[C:3]=1[NH:9][C:10](=[O:32])[CH2:11][N:12]1[CH2:17][CH2:16][N:15]([CH2:18][CH:19]([OH:31])[CH2:20][O:44][CH2:43][C:42]2[CH:41]=[CH:40][C:39]([C:33]3[CH:34]=[CH:35][CH:36]=[CH:37][CH:38]=3)=[CH:46][CH:45]=2)[CH2:14][CH2:13]1. The catalyst class is: 41. (2) Reactant: Br[C:2]1[CH:7]=[C:6](C(CC)C)[CH:5]=[CH:4][C:3]=1[O:12][CH3:13].[CH2:14]([Li])[CH2:15][CH2:16][CH3:17].[B:19](OC)([O:22]C)[O:20]C.[Cl-].[NH4+]. Product: [CH:15]([C:5]1[CH:6]=[CH:7][CH2:2][C:3]([O:12][CH3:13])([B:19]([OH:22])[OH:20])[CH:4]=1)([CH2:16][CH3:17])[CH3:14]. The catalyst class is: 54.